Dataset: P-glycoprotein inhibition data for predicting drug efflux from Broccatelli et al.. Task: Regression/Classification. Given a drug SMILES string, predict its absorption, distribution, metabolism, or excretion properties. Task type varies by dataset: regression for continuous measurements (e.g., permeability, clearance, half-life) or binary classification for categorical outcomes (e.g., BBB penetration, CYP inhibition). Dataset: pgp_broccatelli. (1) The drug is NS(=O)(=O)c1cc2c(cc1Cl)NC=NS2(=O)=O. The result is 0 (non-inhibitor). (2) The molecule is CC(=O)c1ccc(OC[C@@H](O)CN2CCOCC2)cc1. The result is 0 (non-inhibitor). (3) The drug is COc1cccc2c(=O)c3ccccc3n(CCCN(CCO)CCO)c12. The result is 1 (inhibitor). (4) The compound is CC(=O)Nc1ccc(N2CCN(CCCN(C)C)CC2)cc1. The result is 0 (non-inhibitor).